From a dataset of Forward reaction prediction with 1.9M reactions from USPTO patents (1976-2016). Predict the product of the given reaction. (1) Given the reactants [F:1][C:2]([F:13])([F:12])[C:3]1[CH:8]=[CH:7][C:6](B(O)O)=[CH:5][CH:4]=1.Br[C:15]1[CH:20]=[CH:19][C:18]([C:21](=[O:28])[CH2:22][CH2:23][C:24]([O:26][CH3:27])=[O:25])=[CH:17][CH:16]=1.C(=O)([O-])[O-].[Na+].[Na+], predict the reaction product. The product is: [O:28]=[C:21]([C:18]1[CH:19]=[CH:20][C:15]([C:6]2[CH:7]=[CH:8][C:3]([C:2]([F:13])([F:12])[F:1])=[CH:4][CH:5]=2)=[CH:16][CH:17]=1)[CH2:22][CH2:23][C:24]([O:26][CH3:27])=[O:25]. (2) Given the reactants OCCCCCC[CH2:8][CH2:9][NH:10][C:11]([C:13]1[CH:14]=[C:15]([S:19]([C:22]2[CH:23]=[C:24]3[C:29](=[C:30]([CH3:32])[CH:31]=2)[N:28]=[CH:27][C:26]([C:33]([NH2:35])=[O:34])=[C:25]3[NH:36][C:37]2[CH:42]=[CH:41][CH:40]=[C:39]([O:43][CH3:44])[CH:38]=2)(=[O:21])=[O:20])[CH:16]=[CH:17][CH:18]=1)=[O:12].[Si:45]([O:52][CH2:53][CH2:54][CH2:55][CH2:56][CH2:57][CH2:58][N:59]1CCN[CH2:61][CH2:60]1)([C:48]([CH3:51])([CH3:50])[CH3:49])([CH3:47])[CH3:46], predict the reaction product. The product is: [Si:45]([O:52][CH2:53][CH2:54][CH2:55][CH2:56][CH2:57][CH2:58][N:59]1[CH2:8][CH2:9][N:10]([C:11]([C:13]2[CH:14]=[C:15]([S:19]([C:22]3[CH:23]=[C:24]4[C:29](=[C:30]([CH3:32])[CH:31]=3)[N:28]=[CH:27][C:26]([C:33]([NH2:35])=[O:34])=[C:25]4[NH:36][C:37]3[CH:42]=[CH:41][CH:40]=[C:39]([O:43][CH3:44])[CH:38]=3)(=[O:20])=[O:21])[CH:16]=[CH:17][CH:18]=2)=[O:12])[CH2:61][CH2:60]1)([C:48]([CH3:51])([CH3:50])[CH3:49])([CH3:47])[CH3:46].